From a dataset of Reaction yield outcomes from USPTO patents with 853,638 reactions. Predict the reaction yield, written as a fraction of the theoretical maximum amount of product (1.0 means a 100% yield; for example, 0.34 means a 34% yield). (1) The reactants are O[CH2:2][C:3]1[CH:8]=[CH:7][N:6]=[C:5]([NH:9][C:10](=[O:12])[CH3:11])[CH:4]=1.C(N(CC)CC)C.CS(Cl)(=O)=O.[Br:25][C:26]1[CH:27]=[C:28]([CH:42]=[C:43]([CH3:45])[CH:44]=1)[C:29]([C:31]1[NH:36][C:35](=[O:37])[NH:34][C:33](=[O:38])[C:32]=1[CH:39]([CH3:41])[CH3:40])=[O:30].C(=O)([O-])[O-].[K+].[K+].[I-].[Li+]. The catalyst is C(Cl)(Cl)Cl.CN(C=O)C. The product is [Br:25][C:26]1[CH:27]=[C:28]([CH:42]=[C:43]([CH3:45])[CH:44]=1)[C:29]([C:31]1[N:36]([CH2:2][C:3]2[CH:8]=[CH:7][N:6]=[C:5]([NH:9][C:10](=[O:12])[CH3:11])[CH:4]=2)[C:35](=[O:37])[NH:34][C:33](=[O:38])[C:32]=1[CH:39]([CH3:40])[CH3:41])=[O:30]. The yield is 0.470. (2) The reactants are Cl.[OH:2][CH2:3][CH2:4][C:5](=[NH:9])OCC.Cl.[C:11]([NH2:14])(=[NH:13])[CH3:12].O.NN.[N:18]([O-])=O.[Na+].Cl. The catalyst is O. The product is [CH3:12][C:11]1[N:14]=[N:9][C:5]([CH2:4][CH2:3][OH:2])=[N:18][N:13]=1. The yield is 0.370. (3) The reactants are [Cl:1][C:2]1[CH:9]=[CH:8][C:5]([CH2:6][NH2:7])=[CH:4][CH:3]=1.C[O:11][C:12](=O)[C:13]1[C:18]([I:19])=[CH:17][C:16]([F:20])=[CH:15][C:14]=1[CH2:21]Br.C([O-])([O-])=O.[K+].[K+]. The catalyst is C1(C)C=CC=CC=1. The product is [F:20][C:16]1[CH:15]=[C:14]2[C:13](=[C:18]([I:19])[CH:17]=1)[C:12](=[O:11])[N:7]([CH2:6][C:5]1[CH:8]=[CH:9][C:2]([Cl:1])=[CH:3][CH:4]=1)[CH2:21]2. The yield is 0.500. (4) No catalyst specified. The product is [Cl:14][C:9]1[C:10]2[C@H:2]([CH3:1])[CH2:3][CH2:4][C:5]=2[N:6]=[CH:7][N:8]=1. The reactants are [CH3:1][C@H:2]1[C:10]2[C:9](O)=[N:8][CH:7]=[N:6][C:5]=2[CH2:4][CH2:3]1.O=P(Cl)(Cl)[Cl:14]. The yield is 0.440. (5) The reactants are [CH2:1]([NH2:8])[CH2:2][CH2:3][CH2:4][CH2:5][CH2:6][CH3:7].[C:9]1([C:15]([C:41]2[CH:46]=[CH:45][CH:44]=[CH:43][CH:42]=2)([C:35]2[CH:40]=[CH:39][CH:38]=[CH:37][CH:36]=2)[N:16]2[C:20]([C:21]3[CH:26]=[CH:25][CH:24]=[CH:23][C:22]=3C3C=CC(CBr)=CC=3)=[N:19][N:18]=[N:17]2)[CH:14]=[CH:13][CH:12]=[CH:11][CH:10]=1.[CH:47]1([N:53]=[C:54]=[O:55])[CH2:52][CH2:51][CH2:50][CH2:49][CH2:48]1. No catalyst specified. The product is [CH:47]1([NH:53][C:54]([N:8]([CH2:1][CH2:2][CH2:3][CH2:4][CH2:5][CH2:6][CH3:7])[CH2:1][C:2]2[CH:7]=[CH:6][C:5]([C:22]3[CH:23]=[CH:24][CH:25]=[CH:26][C:21]=3[C:20]3[N:16]([C:15]([C:41]4[CH:42]=[CH:43][CH:44]=[CH:45][CH:46]=4)([C:35]4[CH:36]=[CH:37][CH:38]=[CH:39][CH:40]=4)[C:9]4[CH:14]=[CH:13][CH:12]=[CH:11][CH:10]=4)[N:17]=[N:18][N:19]=3)=[CH:4][CH:3]=2)=[O:55])[CH2:52][CH2:51][CH2:50][CH2:49][CH2:48]1. The yield is 0.490.